Dataset: Forward reaction prediction with 1.9M reactions from USPTO patents (1976-2016). Task: Predict the product of the given reaction. Given the reactants Cl[Si:2]([CH3:5])([CH3:4])[CH3:3].[O-:6][P:7]([O:10][P:11]([O-:14])([O-:13])=[O:12])(=[O:9])[O-:8].[K+].[K+].[K+].[K+], predict the reaction product. The product is: [CH3:3][Si:2]([O:9][P:7]([O:10][P:11]([O:14][Si:2]([CH3:5])([CH3:4])[CH3:3])([O:13][Si:2]([CH3:5])([CH3:4])[CH3:3])=[O:12])(=[O:8])[O:6][Si:2]([CH3:5])([CH3:4])[CH3:3])([CH3:5])[CH3:4].